From a dataset of Human liver microsome stability data. Regression/Classification. Given a drug SMILES string, predict its absorption, distribution, metabolism, or excretion properties. Task type varies by dataset: regression for continuous measurements (e.g., permeability, clearance, half-life) or binary classification for categorical outcomes (e.g., BBB penetration, CYP inhibition). Dataset: hlm. (1) The molecule is CC(C)(C)NC(=O)[C@H]1CC[C@H]2[C@@H]3CC[C@H]4NC(=O)C=C[C@]4(C)[C@H]3CC[C@]12C. The result is 0 (unstable in human liver microsomes). (2) The drug is COc1c(C)cnc(CN2CC(=O)Nc3c(Cl)nc(N)nc32)c1C. The result is 0 (unstable in human liver microsomes). (3) The result is 0 (unstable in human liver microsomes). The molecule is CNc1nc(NCCCN(C)C)c2sc(-c3ccc(-n4cccn4)cc3)cc2n1. (4) The drug is O=c1ncn(Cc2ccc(F)cc2F)c2ccc(Oc3ncccc3C(F)(F)F)cc12. The result is 0 (unstable in human liver microsomes). (5) The compound is OC[C@@H](NCCc1ccc(O)cc1)c1ccc(O)c2nc(O)ccc12. The result is 0 (unstable in human liver microsomes). (6) The drug is COc1cc(-c2cc(-c3ccc(S(C)(=O)=O)cc3)cnc2N)ccc1O. The result is 0 (unstable in human liver microsomes). (7) The compound is CN(C)CCN(C)C(=O)c1ccc(NC(=O)Nc2ccc(-c3nc(N4CCOCC4)c4ccn(CC(F)(F)F)c4n3)cc2)cc1. The result is 0 (unstable in human liver microsomes).